This data is from Reaction yield outcomes from USPTO patents with 853,638 reactions. The task is: Predict the reaction yield, written as a fraction of the theoretical maximum amount of product (1.0 means a 100% yield; for example, 0.34 means a 34% yield). (1) The reactants are [C:1]([C:5]1[CH:10]=[CH:9][C:8]([NH2:11])=[CH:7][CH:6]=1)([CH3:4])([CH3:3])[CH3:2].[N+:12]([O-])([O-:14])=[O:13].[K+].C([O-])(O)=O.[Na+]. The catalyst is OS(O)(=O)=O. The product is [C:1]([C:5]1[CH:6]=[CH:7][C:8]([NH2:11])=[CH:9][C:10]=1[N+:12]([O-:14])=[O:13])([CH3:4])([CH3:2])[CH3:3]. The yield is 0.770. (2) The reactants are [CH2:1]([O:5][Si:6]([C:9]([CH3:12])([CH3:11])[CH3:10])([CH3:8])[CH3:7])[CH:2]1[O:4][CH2:3]1.O.C(OCC1C=CC=CC=1)[C@@H]1OC1. The yield is 0.480. The product is [CH2:1]([O:5][Si:6]([C:9]([CH3:12])([CH3:11])[CH3:10])([CH3:7])[CH3:8])[C@H:2]1[O:4][CH2:3]1. The catalyst is CC(O)=O.C1COCC1. (3) The reactants are [F:1][C:2]1[CH:3]=[C:4]2[C:8](=[CH:9][CH:10]=1)[NH:7][CH:6]=[C:5]2[CH2:11][CH2:12][CH2:13][NH:14][CH:15]1[CH2:24][C:23]2[C:18](=[CH:19][CH:20]=[CH:21][C:22]=2[O:25][CH3:26])[O:17][CH2:16]1.[CH:27]1([CH:30]=O)[CH2:29][CH2:28]1.C(O)(=O)C.C([BH3-])#N.[Na+]. The catalyst is CO.CCCCCC.CCOC(C)=O.CO. The product is [CH:27]1([CH2:30][N:14]([CH2:13][CH2:12][CH2:11][C:5]2[C:4]3[C:8](=[CH:9][CH:10]=[C:2]([F:1])[CH:3]=3)[NH:7][CH:6]=2)[CH:15]2[CH2:24][C:23]3[C:18](=[CH:19][CH:20]=[CH:21][C:22]=3[O:25][CH3:26])[O:17][CH2:16]2)[CH2:29][CH2:28]1. The yield is 0.750.